From a dataset of Reaction yield outcomes from USPTO patents with 853,638 reactions. Predict the reaction yield, written as a fraction of the theoretical maximum amount of product (1.0 means a 100% yield; for example, 0.34 means a 34% yield). The reactants are C([O-])(=O)C.[K+].[CH3:21][C:16]1([CH3:22])[C:17]([CH3:20])([CH3:19])[O:18][B:14]([B:14]2[O:18][C:17]([CH3:20])([CH3:19])[C:16]([CH3:22])([CH3:21])[O:15]2)[O:15]1.Br[C:25]1[CH:31]=[CH:30][C:28]([NH2:29])=[C:27]([CH3:32])[CH:26]=1. The catalyst is CS(C)=O.C(OCC)(=O)C. The product is [CH3:32][C:27]1[CH:26]=[C:25]([B:14]2[O:15][C:16]([CH3:21])([CH3:22])[C:17]([CH3:19])([CH3:20])[O:18]2)[CH:31]=[CH:30][C:28]=1[NH2:29]. The yield is 0.210.